Dataset: Forward reaction prediction with 1.9M reactions from USPTO patents (1976-2016). Task: Predict the product of the given reaction. (1) Given the reactants [CH3:1][O:2][C:3]1[CH:4]=[C:5]2[C:10](=[CH:11][C:12]=1[O:13][CH3:14])[N:9]=[CH:8][N:7]=[C:6]2[CH:15]1[CH2:20][CH2:19][N:18]([C:21](Cl)=[O:22])[CH2:17][CH2:16]1.[N:24]1([C:31]2[CH:36]=[CH:35][C:34]([NH2:37])=[CH:33][CH:32]=2)[CH2:30][CH2:29][CH2:28][CH2:27][CH2:26][CH2:25]1.CCN(C(C)C)C(C)C, predict the reaction product. The product is: [N:24]1([C:31]2[CH:32]=[CH:33][C:34]([NH:37][C:21]([N:18]3[CH2:19][CH2:20][CH:15]([C:6]4[C:5]5[C:10](=[CH:11][C:12]([O:13][CH3:14])=[C:3]([O:2][CH3:1])[CH:4]=5)[N:9]=[CH:8][N:7]=4)[CH2:16][CH2:17]3)=[O:22])=[CH:35][CH:36]=2)[CH2:30][CH2:29][CH2:28][CH2:27][CH2:26][CH2:25]1. (2) Given the reactants [C:1]([O-:4])(O)=O.[Na+].[Br:6][C:7]1[CH:8]=[CH:9][C:10]2[N:14]=[C:13]([C:15](Cl)(Cl)Cl)[N:12]([CH3:19])[C:11]=2[CH:20]=1.C[C:22]#[N:23].[OH2:24], predict the reaction product. The product is: [Br:6][C:7]1[CH:8]=[CH:9][C:10]2[N:14]=[C:13]([C:15]([N:23]([O:4][CH3:1])[CH3:22])=[O:24])[N:12]([CH3:19])[C:11]=2[CH:20]=1. (3) Given the reactants [C:1]([CH:3]([C:14]1[CH:19]=[CH:18][C:17]([CH3:20])=[CH:16][C:15]=1[N+:21]([O-])=O)C(OCC1C=CC=CC=1)=O)#N.O, predict the reaction product. The product is: [CH3:20][C:17]1[CH:16]=[C:15]2[C:14]([CH:3]=[CH:1][NH:21]2)=[CH:19][CH:18]=1. (4) The product is: [F:33][C:30]1[CH:31]=[CH:32][C:20]2[N:19]=[C:18]([C@@H:15]([NH2:14])[CH2:16][CH3:17])[N:22]([C:23]3[CH:24]=[CH:25][CH:26]=[CH:27][CH:28]=3)[C:21]=2[CH:29]=1. Given the reactants C(O)(C(F)(F)F)=O.C(OC(=O)[NH:14][C@H:15]([C:18]1[N:22]([C:23]2[CH:28]=[CH:27][CH:26]=[CH:25][CH:24]=2)[C:21]2[CH:29]=[C:30]([F:33])[CH:31]=[CH:32][C:20]=2[N:19]=1)[CH2:16][CH3:17])(C)(C)C, predict the reaction product.